Predict the reaction yield, written as a fraction of the theoretical maximum amount of product (1.0 means a 100% yield; for example, 0.34 means a 34% yield). From a dataset of Reaction yield outcomes from USPTO patents with 853,638 reactions. The reactants are [F:1][C:2]1[CH:7]=[C:6]([C:8]2[CH:13]=[CH:12][CH:11]=[CH:10][C:9]=2[C:14]2[CH:19]=[CH:18][CH:17]=[CH:16][CH:15]=2)[C:5]([OH:20])=[CH:4][CH:3]=1.C(=O)([O-])[O-].[K+].[K+].[CH2:27](Br)[CH:28]=[CH2:29]. The catalyst is CS(C)=O. The product is [CH2:29]([O:20][C:5]1[CH:4]=[CH:3][C:2]([F:1])=[CH:7][C:6]=1[C:8]1[CH:13]=[CH:12][CH:11]=[CH:10][C:9]=1[C:14]1[CH:15]=[CH:16][CH:17]=[CH:18][CH:19]=1)[CH:28]=[CH2:27]. The yield is 0.820.